This data is from Full USPTO retrosynthesis dataset with 1.9M reactions from patents (1976-2016). The task is: Predict the reactants needed to synthesize the given product. (1) The reactants are: O[C@H:2]1[CH2:21][CH2:20][C@@:19]2([CH3:22])[C@@H:4]([CH2:5][CH2:6][C@@H:7]3[C@@H:18]2[CH2:17][CH2:16][C@@:15]2([CH3:23])[C@H:8]3[CH2:9][CH2:10][C@@H:11]2C(=O)C)[CH2:3]1.C1(P(C2C=CC=CC=2)C2C=CC=CC=2)C=CC=CC=1.N(C([O:52][CH2:53][CH3:54])=O)=NC(OCC)=O.C1(P([N:69]=[N+:70]=[N-:71])(C2C=CC=CC=2)=O)C=CC=CC=1. Given the product [N:69]([C@@H:2]1[CH2:21][CH2:20][C@@:19]2([CH3:22])[C@@H:4]([CH2:5][CH2:6][C@@H:7]3[C@@H:18]2[CH2:17][CH2:16][C@@:15]2([CH3:23])[C@H:8]3[CH2:9][CH2:10][C@@H:11]2[C:53](=[O:52])[CH3:54])[CH2:3]1)=[N+:70]=[N-:71], predict the reactants needed to synthesize it. (2) Given the product [ClH:7].[ClH:7].[CH3:5][C:4]([CH3:6])=[CH:3][CH2:2][N:23]1[CH2:24][C@H:11]2[C@H:12]([CH2:13][N:14]3[CH2:21][CH2:20][CH2:19][C:16]4[CH:17]=[CH:18][CH:9]=[C:10]2[C:15]3=4)[CH2:22]1, predict the reactants needed to synthesize it. The reactants are: Br[CH2:2][CH:3]=[C:4]([CH3:6])[CH3:5].[ClH:7].Cl.[CH:9]1[CH:18]=[CH:17][C:16]2[CH2:19][CH2:20][CH2:21][N:14]3[C:15]=2[C:10]=1[C@H:11]1[CH2:24][NH:23][CH2:22][C@H:12]1[CH2:13]3.